Task: Predict the reactants needed to synthesize the given product.. Dataset: Full USPTO retrosynthesis dataset with 1.9M reactions from patents (1976-2016) (1) Given the product [Br:1][C:10]1[CH:9]=[CH:8][C:7]([OH:12])=[C:6]([O:5][C:4]([F:13])([F:14])[F:3])[CH:11]=1, predict the reactants needed to synthesize it. The reactants are: [Br:1]Br.[F:3][C:4]([F:14])([F:13])[O:5][C:6]1[CH:11]=[CH:10][CH:9]=[CH:8][C:7]=1[OH:12].C([O-])(=O)C.[Na+]. (2) Given the product [Cl:1][CH2:2][C:3]([NH:5][C:6]1[CH:11]=[C:10]([N:12]2[CH:16]=[CH:15][CH:14]=[N:13]2)[N:9]=[C:8]([C:17]2[CH:21]=[CH:20][CH:19]=[CH:28][N:29]=2)[N:7]=1)=[O:4], predict the reactants needed to synthesize it. The reactants are: [Cl:1][CH2:2][C:3]([NH:5][C:6]1[CH:11]=[C:10]([N:12]2[CH:16]=[CH:15][CH:14]=[N:13]2)[N:9]=[C:8]([C:17]2O[CH:19]=[CH:20][CH:21]=2)[N:7]=1)=[O:4].CC1OC([C:28](N)=[NH:29])=CC=1.CC1C=C(C)NN=1. (3) Given the product [CH3:1][C@@H:2]1[CH2:24][C:23]2[C:25](=[O:26])[C:18](=[CH:19][C:20]([C:22]=2[O:27][CH3:28])=[O:21])[NH:17][C:15](=[O:16])[C:14]([CH3:29])=[CH:13][CH:12]=[CH:11][C@H:10]([O:30][CH3:31])[C@@H:9]([O:32][C:33]([NH2:35])=[O:34])[C:8]([CH3:36])=[CH:7][C@H:6]([CH3:37])[C@@H:5]([O:38][CH3:46])[C@@H:4]([O:39][CH3:40])[CH2:3]1, predict the reactants needed to synthesize it. The reactants are: [CH3:1][C@@H:2]1[CH2:24][C:23]2[C:25](=[O:26])[C:18](=[CH:19][C:20]([C:22]=2[O:27][CH3:28])=[O:21])[NH:17][C:15](=[O:16])[C:14]([CH3:29])=[CH:13][CH:12]=[CH:11][C@H:10]([O:30][CH3:31])[C@@H:9]([O:32][C:33]([NH2:35])=[O:34])[C:8]([CH3:36])=[CH:7][C@H:6]([CH3:37])[C@@H:5]([OH:38])[C@@H:4]([O:39][CH3:40])[CH2:3]1.F[B-](F)(F)F.[CH3:46][O+](C)C.CN(C)C1C2C(=CC=CC=2N(C)C)C=CC=1. (4) Given the product [C:1]([O:5][C:6]([N:8]1[CH2:12][CH2:11][CH:10]([O:13][S:24]([CH3:23])(=[O:26])=[O:25])[CH2:9]1)=[O:7])([CH3:4])([CH3:2])[CH3:3], predict the reactants needed to synthesize it. The reactants are: [C:1]([O:5][C:6]([N:8]1[CH2:12][CH2:11][CH:10]([OH:13])[CH2:9]1)=[O:7])([CH3:4])([CH3:3])[CH3:2].C(N(C(C)C)C(C)C)C.[CH3:23][S:24](Cl)(=[O:26])=[O:25].CC(=O)OCC. (5) Given the product [C:21]1([CH2:20][CH2:19][CH2:18][CH2:17][C:2](=[O:1])[CH2:3][C:4]([C:6]2[O:7][C:8]([C:11]3[CH:16]=[CH:15][CH:14]=[CH:13][N:12]=3)=[CH:9][N:10]=2)=[O:5])[CH:22]=[CH:23][CH:24]=[CH:25][CH:26]=1, predict the reactants needed to synthesize it. The reactants are: [OH:1][CH:2]([CH2:17][CH2:18][CH2:19][CH2:20][C:21]1[CH:26]=[CH:25][CH:24]=[CH:23][CH:22]=1)[CH2:3][C:4]([C:6]1[O:7][C:8]([C:11]2[CH:16]=[CH:15][CH:14]=[CH:13][N:12]=2)=[CH:9][N:10]=1)=[O:5].CC(OI1(OC(C)=O)(OC(C)=O)OC(=O)C2C=CC=CC1=2)=O.